From a dataset of Reaction yield outcomes from USPTO patents with 853,638 reactions. Predict the reaction yield, written as a fraction of the theoretical maximum amount of product (1.0 means a 100% yield; for example, 0.34 means a 34% yield). (1) The reactants are [Cl:1][C:2]1[CH:7]=[CH:6][C:5]([CH:8]2[CH:12]([C:13]3[CH:18]=[CH:17][C:16]([Cl:19])=[CH:15][CH:14]=3)[N:11]([C:20]([N:22]3[CH2:27][CH2:26][N:25]([CH2:28][CH2:29][OH:30])[CH2:24][CH2:23]3)=[O:21])[C:10]([C:31]3[CH:36]=[CH:35][C:34]([O:37][CH3:38])=[CH:33][C:32]=3[O:39][CH:40]([CH3:42])[CH3:41])=[N:9]2)=[CH:4][CH:3]=1. The catalyst is Cl. The product is [ClH:1].[Cl:1][C:2]1[CH:3]=[CH:4][C:5]([CH:8]2[CH:12]([C:13]3[CH:18]=[CH:17][C:16]([Cl:19])=[CH:15][CH:14]=3)[N:11]([C:20]([N:22]3[CH2:27][CH2:26][N:25]([CH2:28][CH2:29][OH:30])[CH2:24][CH2:23]3)=[O:21])[C:10]([C:31]3[CH:36]=[CH:35][C:34]([O:37][CH3:38])=[CH:33][C:32]=3[O:39][CH:40]([CH3:42])[CH3:41])=[N:9]2)=[CH:6][CH:7]=1. The yield is 0.970. (2) The reactants are [H-].[Na+].[CH:3]1([OH:7])[CH2:6][CH2:5][CH2:4]1.Cl[C:9]1[C:14]([Cl:15])=[CH:13][CH:12]=[CH:11][N:10]=1.O. The catalyst is C1COCC1. The product is [Cl:15][C:14]1[C:9]([O:7][CH:3]2[CH2:6][CH2:5][CH2:4]2)=[N:10][CH:11]=[CH:12][CH:13]=1. The yield is 0.720. (3) The reactants are [O:1]1[CH2:6][CH2:5][N:4]([C:7]2[CH:12]=[CH:11][C:10]([NH:13][C:14]3[N:19]=[CH:18][C:17]([CH2:20][C:21]([NH2:23])=[O:22])=[C:16]([NH:24][CH2:25][C:26]4[CH:31]=[CH:30][CH:29]=[C:28]([N+:32]([O-])=O)[CH:27]=4)[CH:15]=3)=[CH:9][CH:8]=2)[CH2:3][CH2:2]1.[H][H]. The product is [NH2:32][C:28]1[CH:27]=[C:26]([CH:31]=[CH:30][CH:29]=1)[CH2:25][NH:24][C:16]1[CH:15]=[C:14]([NH:13][C:10]2[CH:9]=[CH:8][C:7]([N:4]3[CH2:5][CH2:6][O:1][CH2:2][CH2:3]3)=[CH:12][CH:11]=2)[N:19]=[CH:18][C:17]=1[CH2:20][C:21]([NH2:23])=[O:22]. The yield is 1.00. The catalyst is C(O)(=O)C.[C].[Pd]. (4) The reactants are [S:1]1[CH:5]=[CH:4][N:3]=[C:2]1[CH:6]=[O:7].C(=O)([O-])[O-].[K+].[K+].[F:14][C:15]([Si](C)(C)C)([F:17])[F:16]. The catalyst is CN(C)C=O. The product is [F:14][C:15]([F:17])([F:16])[CH:6]([C:2]1[S:1][CH:5]=[CH:4][N:3]=1)[OH:7]. The yield is 0.740. (5) The reactants are [Br:1][C:2]1[CH:3]=[CH:4][C:5]([OH:22])=[C:6]([CH:8]([C:13]([C:15]2[CH:20]=[CH:19][C:18]([F:21])=[CH:17][CH:16]=2)=O)[C:9]([O:11][CH3:12])=[O:10])[CH:7]=1.Cl. The catalyst is CC(C)=O. The product is [Br:1][C:2]1[CH:3]=[CH:4][C:5]2[O:22][C:13]([C:15]3[CH:16]=[CH:17][C:18]([F:21])=[CH:19][CH:20]=3)=[C:8]([C:9]([O:11][CH3:12])=[O:10])[C:6]=2[CH:7]=1. The yield is 0.730.